This data is from Forward reaction prediction with 1.9M reactions from USPTO patents (1976-2016). The task is: Predict the product of the given reaction. (1) Given the reactants [OH-].[Na+].C([O:5][C:6]([C:8]1[N:9]=[C:10]([Cl:13])[S:11][CH:12]=1)=[O:7])C, predict the reaction product. The product is: [Cl:13][C:10]1[S:11][CH:12]=[C:8]([C:6]([OH:7])=[O:5])[N:9]=1. (2) Given the reactants [F:1][C:2]1[CH:7]=[C:6]([CH:8]2[CH2:12][CH2:11][CH2:10][NH:9]2)[CH:5]=[CH:4][C:3]=1[C:13]1[NH:17][C:16]2[CH:18]=[CH:19][CH:20]=[C:21]([C:22]([NH2:24])=[O:23])[C:15]=2[N:14]=1.[CH2:25](N(CC)CC)[CH3:26].C(=O)C.C([BH3-])#N.[Na+], predict the reaction product. The product is: [CH2:25]([N:9]1[CH2:10][CH2:11][CH2:12][CH:8]1[C:6]1[CH:5]=[CH:4][C:3]([C:13]2[NH:17][C:16]3[CH:18]=[CH:19][CH:20]=[C:21]([C:22]([NH2:24])=[O:23])[C:15]=3[N:14]=2)=[C:2]([F:1])[CH:7]=1)[CH3:26]. (3) The product is: [OH:1][C:2]([CH3:28])([CH3:29])[CH2:3][N:4]1[CH2:5][CH2:6][CH:7]([CH:10]([C:12]2[N:16]3[N:17]=[C:18]([CH3:21])[CH:19]=[CH:20][C:15]3=[C:14]([C:22]([OH:24])=[O:23])[C:13]=2[CH3:27])[CH3:11])[CH2:8][CH2:9]1. Given the reactants [OH:1][C:2]([CH3:29])([CH3:28])[CH2:3][N:4]1[CH2:9][CH2:8][CH:7]([CH:10]([C:12]2[N:16]3[N:17]=[C:18]([CH3:21])[CH:19]=[CH:20][C:15]3=[C:14]([C:22]([O:24]CC)=[O:23])[C:13]=2[CH3:27])[CH3:11])[CH2:6][CH2:5]1.[OH-].[Na+].Cl, predict the reaction product. (4) The product is: [CH2:26]([NH:25][C:23]1[N:22]=[CH:21][N:20]([C:1]([C:14]2[CH:19]=[CH:18][CH:17]=[CH:16][CH:15]=2)([C:8]2[CH:9]=[CH:10][CH:11]=[CH:12][CH:13]=2)[C:2]2[CH:7]=[CH:6][CH:5]=[CH:4][CH:3]=2)[CH:24]=1)[C:27]1[CH:28]=[CH:29][CH:30]=[CH:31][CH:32]=1. Given the reactants [C:1]([N:20]1[CH:24]=[C:23]([NH:25][C:26](=O)[C:27]2[CH:32]=[CH:31][CH:30]=[CH:29][CH:28]=2)[N:22]=[CH:21]1)([C:14]1[CH:19]=[CH:18][CH:17]=[CH:16][CH:15]=1)([C:8]1[CH:13]=[CH:12][CH:11]=[CH:10][CH:9]=1)[C:2]1[CH:7]=[CH:6][CH:5]=[CH:4][CH:3]=1.[H-].[Al+3].[Li+].[H-].[H-].[H-].O, predict the reaction product. (5) Given the reactants [CH3:1][N:2]1[CH2:6][CH:5]([C:7]([O:9][C:10]([CH3:13])([CH3:12])[CH3:11])=[O:8])[NH:4][C:3]1=[O:14].O=[C:16]1N(C(OCC2C=CC=CC=2)=O)[C@H](C(O)=O)CN1.CI.[H-].[Na+], predict the reaction product. The product is: [CH3:1][N:2]1[CH2:6][CH:5]([C:7]([O:9][C:10]([CH3:11])([CH3:13])[CH3:12])=[O:8])[N:4]([CH3:16])[C:3]1=[O:14]. (6) Given the reactants [Cl:1][C:2]1[CH:3]=[N+:4]([O-:31])[CH:5]=[C:6]([Cl:30])[C:7]=1[CH2:8][C@H:9]([O:20][C:21]([C:23]1[S:24][C:25]([CH:28]=O)=[CH:26][CH:27]=1)=[O:22])[C:10]1[CH:15]=[CH:14][C:13]([O:16][CH3:17])=[C:12]([O:18][CH3:19])[CH:11]=1.[NH2:32][CH:33]([C:46]1[CH:51]=[CH:50][CH:49]=[CH:48][CH:47]=1)[C:34]([O:36][CH:37]1[CH2:43][CH:42]2[N:44]([CH3:45])[CH:39]([CH2:40][CH2:41]2)[CH2:38]1)=[O:35].C(O)(=O)C.C(O[BH-](OC(=O)C)OC(=O)C)(=O)C.[Na+], predict the reaction product. The product is: [Cl:30][C:6]1[CH:5]=[N+:4]([O-:31])[CH:3]=[C:2]([Cl:1])[C:7]=1[CH2:8][C@H:9]([O:20][C:21]([C:23]1[S:24][C:25]([CH2:28][NH:32][CH:33]([C:46]2[CH:47]=[CH:48][CH:49]=[CH:50][CH:51]=2)[C:34]([O:36][CH:37]2[CH2:38][CH:39]3[N:44]([CH3:45])[CH:42]([CH2:41][CH2:40]3)[CH2:43]2)=[O:35])=[CH:26][CH:27]=1)=[O:22])[C:10]1[CH:15]=[CH:14][C:13]([O:16][CH3:17])=[C:12]([O:18][CH3:19])[CH:11]=1. (7) Given the reactants [Cl:1][C:2]1[CH:10]=[C:9]2[C:5]([C:6]([C:11]([N:13]3[CH2:18][CH2:17][C:16]4([C:22]5[CH:23]=[CH:24][CH:25]=[CH:26][C:21]=5[CH2:20][O:19]4)[CH2:15][CH2:14]3)=[O:12])=[CH:7][NH:8]2)=[CH:4][CH:3]=1.Cl[CH2:28][CH2:29][N:30]1[CH2:35][CH2:34][O:33][CH2:32][CH2:31]1, predict the reaction product. The product is: [Cl:1][C:2]1[CH:10]=[C:9]2[C:5]([C:6]([C:11]([N:13]3[CH2:18][CH2:17][C:16]4([C:22]5[CH:23]=[CH:24][CH:25]=[CH:26][C:21]=5[CH2:20][O:19]4)[CH2:15][CH2:14]3)=[O:12])=[CH:7][N:8]2[CH2:28][CH2:29][N:30]2[CH2:35][CH2:34][O:33][CH2:32][CH2:31]2)=[CH:4][CH:3]=1. (8) Given the reactants BrC1C=CC2OC3C(=O)NC(C4CCN(C(OC(C)(C)C)=O)CC4)=NC=3C=2C=1.[Br:29][C:30]1[CH:31]=[CH:32][C:33]2[O:37][C:36]([C:38](=[O:40])[NH2:39])=[C:35]([NH:41][C:42]([CH:44]3[O:49][CH2:48][CH2:47][N:46]([C:50]([O:52][C:53]([CH3:56])([CH3:55])[CH3:54])=[O:51])[CH2:45]3)=O)[C:34]=2[CH:57]=1.BrC1C=CC2OC(C(=O)N)=C(NC(C3CCN(C(OC(C)(C)C)=O)CC3)=O)C=2C=1, predict the reaction product. The product is: [Br:29][C:30]1[CH:31]=[CH:32][C:33]2[O:37][C:36]3[C:38](=[O:40])[NH:39][C:42]([CH:44]4[O:49][CH2:48][CH2:47][N:46]([C:50]([O:52][C:53]([CH3:56])([CH3:55])[CH3:54])=[O:51])[CH2:45]4)=[N:41][C:35]=3[C:34]=2[CH:57]=1.